Dataset: Full USPTO retrosynthesis dataset with 1.9M reactions from patents (1976-2016). Task: Predict the reactants needed to synthesize the given product. (1) Given the product [Cl:14][C:15]1[CH:20]=[CH:19][C:18]([C:2]2[C:3]([C:11](=[O:13])[CH3:12])=[CH:4][C:5]([N+:8]([O-:10])=[O:9])=[CH:6][CH:7]=2)=[CH:17][CH:16]=1, predict the reactants needed to synthesize it. The reactants are: Br[C:2]1[CH:7]=[CH:6][C:5]([N+:8]([O-:10])=[O:9])=[CH:4][C:3]=1[C:11](=[O:13])[CH3:12].[Cl:14][C:15]1[CH:20]=[CH:19][C:18](B(O)O)=[CH:17][CH:16]=1.CO.C(=O)(O)[O-].[Na+]. (2) Given the product [F:1][C:2]1[CH:3]=[CH:4][C:5]([C:8](=[O:15])[CH:9]([CH2:22][C:21]2[CH:24]=[CH:25][C:26]([C:27]([F:28])([F:29])[F:30])=[C:19]([F:18])[CH:20]=2)[C:10]([O:12][CH2:13][CH3:14])=[O:11])=[CH:6][CH:7]=1, predict the reactants needed to synthesize it. The reactants are: [F:1][C:2]1[CH:7]=[CH:6][C:5]([C:8](=[O:15])[CH2:9][C:10]([O:12][CH2:13][CH3:14])=[O:11])=[CH:4][CH:3]=1.[H-].[Na+].[F:18][C:19]1[CH:20]=[C:21]([CH:24]=[CH:25][C:26]=1[C:27]([F:30])([F:29])[F:28])[CH2:22]Br.O. (3) Given the product [Cl:34][C:35]1[CH:40]=[C:39]([CH2:41][N:32]2[CH:31]=[CH:30][N:29]=[C:28]2[CH:8]([NH:7][C:6](=[O:33])[O:5][C:1]([CH3:4])([CH3:2])[CH3:3])[CH2:9][C:10]2[CH:18]=[C:17]([CH3:19])[C:16]3[C:12](=[CH:13][N:14]([CH2:20][O:21][CH2:22][CH2:23][Si:24]([CH3:25])([CH3:27])[CH3:26])[N:15]=3)[CH:11]=2)[CH:38]=[C:37]([CH3:43])[N:36]=1, predict the reactants needed to synthesize it. The reactants are: [C:1]([O:5][C:6](=[O:33])[NH:7][CH:8]([C:28]1[NH:29][CH:30]=[CH:31][N:32]=1)[CH2:9][C:10]1[CH:18]=[C:17]([CH3:19])[C:16]2[C:12](=[CH:13][N:14]([CH2:20][O:21][CH2:22][CH2:23][Si:24]([CH3:27])([CH3:26])[CH3:25])[N:15]=2)[CH:11]=1)([CH3:4])([CH3:3])[CH3:2].[Cl:34][C:35]1[CH:40]=[C:39]([CH2:41]Cl)[CH:38]=[C:37]([CH3:43])[N:36]=1.C(=O)([O-])[O-].[Cs+].[Cs+]. (4) Given the product [OH:12][CH2:11][CH2:10][N:7]1[CH2:8][CH2:9][N:4]([CH2:3][CH2:2][NH:1][C:26]([NH:25][C:17]2[C:16]([CH:13]([CH3:14])[CH3:15])=[CH:21][CH:20]=[CH:19][C:18]=2[CH:22]([CH3:24])[CH3:23])=[O:27])[CH2:5][CH2:6]1, predict the reactants needed to synthesize it. The reactants are: [NH2:1][CH2:2][CH2:3][N:4]1[CH2:9][CH2:8][N:7]([CH2:10][CH2:11][OH:12])[CH2:6][CH2:5]1.[CH:13]([C:16]1[CH:21]=[CH:20][CH:19]=[C:18]([CH:22]([CH3:24])[CH3:23])[C:17]=1[N:25]=[C:26]=[O:27])([CH3:15])[CH3:14]. (5) Given the product [CH3:7][O:8][C:9]([C:10]1[N:15]=[C:16]([NH2:18])[S:17][C:5]=1[C:2]1([CH3:1])[CH2:3][CH2:4]1)=[O:13], predict the reactants needed to synthesize it. The reactants are: [CH3:1][C:2]1([CH:5]=O)[CH2:4][CH2:3]1.[CH3:7][O:8][C:9](=[O:13])[CH:10](Cl)Cl.[Na].[NH2:15][C:16]([NH2:18])=[S:17]. (6) The reactants are: [F:1][C:2]1[CH:7]=[CH:6][C:5]([F:8])=[CH:4][C:3]=1[NH:9][C:10](=O)[CH3:11].P12(SP3(SP(SP(S3)(S1)=S)(=S)S2)=S)=[S:14]. Given the product [F:1][C:2]1[CH:7]=[CH:6][C:5]([F:8])=[CH:4][C:3]=1[NH:9][C:10](=[S:14])[CH3:11], predict the reactants needed to synthesize it.